Task: Predict the reaction yield, written as a fraction of the theoretical maximum amount of product (1.0 means a 100% yield; for example, 0.34 means a 34% yield).. Dataset: Reaction yield outcomes from USPTO patents with 853,638 reactions The reactants are [CH:1](=O)[C:2]1[CH:7]=[CH:6][CH:5]=[CH:4][CH:3]=1.S([O-])([O-])(=O)=O.[Na+].[Na+].[NH2:16][C:17]1[CH:25]=[CH:24][CH:23]=[C:22]2[C:18]=1[CH2:19][O:20][C:21]2=[O:26]. The catalyst is ClCCl. The product is [CH:1](=[N:16]/[C:17]1[CH:25]=[CH:24][CH:23]=[C:22]2[C:18]=1[CH2:19][O:20][C:21]2=[O:26])\[C:2]1[CH:7]=[CH:6][CH:5]=[CH:4][CH:3]=1. The yield is 0.950.